From a dataset of Peptide-MHC class I binding affinity with 185,985 pairs from IEDB/IMGT. Regression. Given a peptide amino acid sequence and an MHC pseudo amino acid sequence, predict their binding affinity value. This is MHC class I binding data. (1) The peptide sequence is RQHPTAFEF. The MHC is Mamu-B3901 with pseudo-sequence Mamu-B3901. The binding affinity (normalized) is 0.359. (2) The peptide sequence is QVGIFLICK. The MHC is HLA-B08:02 with pseudo-sequence HLA-B08:02. The binding affinity (normalized) is 0.0847. (3) The peptide sequence is IVVLNRDTM. The MHC is H-2-Db with pseudo-sequence H-2-Db. The binding affinity (normalized) is 0.803. (4) The peptide sequence is LLREEVSFR. The MHC is Patr-A0101 with pseudo-sequence Patr-A0101. The binding affinity (normalized) is 0.306. (5) The peptide sequence is CFTSLVWAPLILA. The MHC is HLA-B35:03 with pseudo-sequence HLA-B35:03. The binding affinity (normalized) is 0.115. (6) The peptide sequence is ALTSLGLLYT. The MHC is HLA-A02:06 with pseudo-sequence HLA-A02:06. The binding affinity (normalized) is 0.109. (7) The peptide sequence is RQAGFLGL. The MHC is HLA-B27:05 with pseudo-sequence HLA-B27:05. The binding affinity (normalized) is 0.382. (8) The binding affinity (normalized) is 0.439. The peptide sequence is SSFDYCGVNHL. The MHC is Mamu-A01 with pseudo-sequence Mamu-A01. (9) The peptide sequence is KINSVKYYGR. The MHC is HLA-A11:01 with pseudo-sequence HLA-A11:01. The binding affinity (normalized) is 0.547. (10) The peptide sequence is IITLYLGTV. The MHC is HLA-A02:01 with pseudo-sequence HLA-A02:01. The binding affinity (normalized) is 0.553.